This data is from Catalyst prediction with 721,799 reactions and 888 catalyst types from USPTO. The task is: Predict which catalyst facilitates the given reaction. (1) Reactant: [NH2:1][C:2]1[C:3]2[C:13](=[O:14])[N:12]([C:15]3[CH:20]=[CH:19][C:18]([C@H:21]4[CH2:26][CH2:25][C@H:24]([CH2:27][C:28]([OH:30])=[O:29])[CH2:23][CH2:22]4)=[CH:17][CH:16]=3)[CH2:11][CH2:10][C:4]=2[N:5]=[C:6]([O:8][CH3:9])[N:7]=1.[OH-].[Na+:32]. Product: [NH2:1][C:2]1[C:3]2[C:13](=[O:14])[N:12]([C:15]3[CH:20]=[CH:19][C:18]([C@H:21]4[CH2:22][CH2:23][C@H:24]([CH2:27][C:28]([O-:30])=[O:29])[CH2:25][CH2:26]4)=[CH:17][CH:16]=3)[CH2:11][CH2:10][C:4]=2[N:5]=[C:6]([O:8][CH3:9])[N:7]=1.[Na+:32]. The catalyst class is: 5. (2) The catalyst class is: 60. Reactant: Cl[C:2]1[C:11]2[C:6](=[CH:7][C:8]([O:19][CH3:20])=[C:9]([C:12]([O:14][C:15]([CH3:18])([CH3:17])[CH3:16])=[O:13])[CH:10]=2)[N:5]=[CH:4][CH:3]=1.C(N(C(C)C)CC)(C)C.[F:30][C:31]1[CH:36]=[C:35]([N+:37]([O-:39])=[O:38])[CH:34]=[CH:33][C:32]=1[OH:40]. Product: [F:30][C:31]1[CH:36]=[C:35]([N+:37]([O-:39])=[O:38])[CH:34]=[CH:33][C:32]=1[O:40][C:2]1[C:11]2[C:6](=[CH:7][C:8]([O:19][CH3:20])=[C:9]([C:12]([O:14][C:15]([CH3:18])([CH3:17])[CH3:16])=[O:13])[CH:10]=2)[N:5]=[CH:4][CH:3]=1. (3) Reactant: [NH:1]1[C:5]([C:6]2[CH:7]=[C:8]([NH:12][C:13]([C:15]3([CH3:28])[CH2:20][CH2:19][N:18](C(OC(C)(C)C)=O)[CH2:17][CH2:16]3)=[O:14])[CH:9]=[CH:10][CH:11]=2)=[N:4][N:3]=[N:2]1.Cl. Product: [NH:4]1[C:5]([C:6]2[CH:7]=[C:8]([NH:12][C:13]([C:15]3([CH3:28])[CH2:20][CH2:19][NH:18][CH2:17][CH2:16]3)=[O:14])[CH:9]=[CH:10][CH:11]=2)=[N:1][N:2]=[N:3]1. The catalyst class is: 5. (4) Reactant: [Cl:1][C:2]1[CH:7]=[CH:6][C:5]([N:8]2[C:12]([CH:13]([CH:17]3[CH2:22][CH2:21][CH2:20][CH2:19][CH2:18]3)[C:14](O)=[O:15])=[C:11]3[CH2:23][CH2:24][CH2:25][CH2:26][CH2:27][C:10]3=[N:9]2)=[CH:4][CH:3]=1.S(Cl)(Cl)=O.[CH3:32][O:33][C:34](=[O:43])[C:35]1[CH:40]=[CH:39][C:38]([NH2:41])=[C:37]([F:42])[CH:36]=1. Product: [CH3:32][O:33][C:34](=[O:43])[C:35]1[CH:40]=[CH:39][C:38]([NH:41][C:14](=[O:15])[CH:13]([C:12]2[N:8]([C:5]3[CH:4]=[CH:3][C:2]([Cl:1])=[CH:7][CH:6]=3)[N:9]=[C:10]3[CH2:27][CH2:26][CH2:25][CH2:24][CH2:23][C:11]=23)[CH:17]2[CH2:22][CH2:21][CH2:20][CH2:19][CH2:18]2)=[C:37]([F:42])[CH:36]=1. The catalyst class is: 142. (5) Reactant: [CH:1]([C:3]1[NH:7][C:6]([CH3:8])=[C:5]([C:9]([OH:11])=O)[C:4]=1[C:12]1[CH:17]=[CH:16][CH:15]=[CH:14][CH:13]=1)=[O:2].[NH2:18][CH2:19][CH:20]([OH:27])[CH2:21][N:22]([CH2:25][CH3:26])[CH2:23][CH3:24].C1C=CC2N(O)N=NC=2C=1.C(=O)(O)[O-].[Na+].[OH-].[Na+]. Product: [CH2:23]([N:22]([CH2:25][CH3:26])[CH2:21][CH:20]([OH:27])[CH2:19][NH:18][C:9]([C:5]1[C:4]([C:12]2[CH:17]=[CH:16][CH:15]=[CH:14][CH:13]=2)=[C:3]([CH:1]=[O:2])[NH:7][C:6]=1[CH3:8])=[O:11])[CH3:24]. The catalyst class is: 22. (6) Reactant: [OH:1][CH2:2][CH:3]1[CH2:7][CH2:6][CH2:5][N:4]1[CH2:8][C:9]#[N:10].[H-].[H-].[H-].[H-].[Li+].[Al+3]. Product: [NH2:10][CH2:9][CH2:8][N:4]1[CH2:5][CH2:6][CH2:7][CH:3]1[CH2:2][OH:1]. The catalyst class is: 1. (7) Reactant: [C:1]1([CH3:22])[CH:6]=[C:5]([CH3:7])[CH:4]=[C:3]([CH3:8])[C:2]=1[NH:9][C:10]1[O:11][C:12]2[C:18]([N+:19]([O-])=O)=[CH:17][CH:16]=[CH:15][C:13]=2[N:14]=1.[CH3:23]O.[CH:25](=O)[CH2:26][CH3:27].[BH3-]C#N.[Na+].C(O[CH2:37][CH3:38])(=O)C. Product: [C:1]1([CH3:22])[CH:6]=[C:5]([CH3:7])[CH:4]=[C:3]([CH3:8])[C:2]=1[NH:9][C:10]1[O:11][C:12]2[C:18]([N:19]([CH2:23][CH2:37][CH3:38])[CH2:25][CH2:26][CH3:27])=[CH:17][CH:16]=[CH:15][C:13]=2[N:14]=1. The catalyst class is: 15.